From a dataset of CYP2D6 inhibition data for predicting drug metabolism from PubChem BioAssay. Regression/Classification. Given a drug SMILES string, predict its absorption, distribution, metabolism, or excretion properties. Task type varies by dataset: regression for continuous measurements (e.g., permeability, clearance, half-life) or binary classification for categorical outcomes (e.g., BBB penetration, CYP inhibition). Dataset: cyp2d6_veith. (1) The drug is CNCC[C@H](Oc1ccccc1C)c1ccccc1. The result is 1 (inhibitor). (2) The drug is N#CC1=C(N)Oc2cc(Nc3ccccc3)ccc2C1c1ccncc1. The result is 1 (inhibitor). (3) The drug is Cc1ccc2nc(SCC(=O)Nc3nnc(SCC(N)=O)s3)[nH]c2c1. The result is 0 (non-inhibitor). (4) The compound is C[C@@H]1C[C@H]2[C@@H]3C[C@H](F)C4=CC(=O)C=C[C@@]4(C)[C@]3(F)[C@H](O)C[C@]2(C)[C@@]1(O)C(=O)CO. The result is 0 (non-inhibitor). (5) The molecule is CC(=O)[C@@H](C)CCO[C@@]1(C)OCC[C@@H]1C. The result is 0 (non-inhibitor).